The task is: Predict the reactants needed to synthesize the given product.. This data is from Full USPTO retrosynthesis dataset with 1.9M reactions from patents (1976-2016). (1) Given the product [Br:1][C:2]1[CH:3]=[CH:4][C:5]([CH2:15][CH2:16][C:17]2[CH:22]=[CH:21][CH:20]=[CH:19][CH:18]=2)=[C:6]([CH:14]=1)[CH:7]=[O:29], predict the reactants needed to synthesize it. The reactants are: [Br:1][C:2]1[CH:3]=[CH:4][C:5]([CH2:15][CH2:16][C:17]2[CH:22]=[CH:21][CH:20]=[CH:19][CH:18]=2)=[C:6]([CH:14]=1)[CH2:7]NC(C)(C)CO.ClN1C(=[O:29])CCC1=O. (2) Given the product [C:24]([O:20][C:18](=[O:19])[NH:17][C@@H:13]1[CH2:14][CH2:15][CH2:16][N:11]([C:10]2[CH:9]=[CH:8][N:7]=[C:6]3[N:2]([CH3:1])[C:3](=[O:21])[N:4]([CH2:23][C:24]4[CH:31]=[CH:30][CH:29]=[C:26]([C:27]#[N:28])[CH:25]=4)[C:5]=23)[CH2:12]1)([CH3:25])([CH3:31])[CH3:23], predict the reactants needed to synthesize it. The reactants are: [CH3:1][N:2]1[C:6]2=[N:7][CH:8]=[CH:9][C:10]([N:11]3[CH2:16][CH2:15][CH2:14][C@@H:13]([NH:17][C:18](=[O:20])[OH:19])[CH2:12]3)=[C:5]2[NH:4][C:3]1=[O:21].Br[CH2:23][C:24]1[CH:25]=[C:26]([CH:29]=[CH:30][CH:31]=1)[C:27]#[N:28]. (3) Given the product [C:1]([C:6]1[S:10][C:9]([CH2:11][CH3:12])=[C:8]([CH:13]([NH:20][C:21]2[CH:29]=[CH:28][C:24]([C:25]([NH:31][CH2:32][CH2:33][C:34]([OH:36])=[O:35])=[O:26])=[CH:23][CH:22]=2)[CH:14]2[CH2:19][CH2:18][CH2:17][CH2:16][CH2:15]2)[CH:7]=1)(=[O:5])[CH2:2][CH2:3][CH3:4], predict the reactants needed to synthesize it. The reactants are: [C:1]([C:6]1[S:10][C:9]([CH2:11][CH3:12])=[C:8]([CH:13]([NH:20][C:21]2[CH:29]=[CH:28][C:24]([C:25](O)=[O:26])=[CH:23][CH:22]=2)[CH:14]2[CH2:19][CH2:18][CH2:17][CH2:16][CH2:15]2)[CH:7]=1)(=[O:5])[CH2:2][CH2:3][CH3:4].Cl.[NH2:31][CH2:32][CH2:33][C:34]([O:36]CC)=[O:35].O.ON1C2C=CC=CC=2N=N1.Cl.C(N=C=NCCCN(C)C)C.Cl.[OH-].[Na+]. (4) The reactants are: CS[C:3]1[N:8]=[C:7]([O:9][CH2:10][C:11]2[CH:16]=[CH:15][CH:14]=[CH:13][CH:12]=2)[CH:6]=[CH:5][N:4]=1.O[O:18][S:19]([O-:21])=O.[K+].[C:23]([O-])(O)=O.[Na+]. Given the product [CH3:23][S:19]([C:3]1[N:8]=[C:7]([O:9][CH2:10][C:11]2[CH:16]=[CH:15][CH:14]=[CH:13][CH:12]=2)[CH:6]=[CH:5][N:4]=1)(=[O:21])=[O:18], predict the reactants needed to synthesize it. (5) The reactants are: [CH3:1][O:2][C:3]1[CH:8]=[CH:7][C:6]([N+:9]([O-])=O)=[CH:5][C:4]=1[N:12]1[CH2:17][CH2:16][O:15][CH2:14][CH2:13]1. Given the product [CH3:1][O:2][C:3]1[CH:8]=[CH:7][C:6]([NH2:9])=[CH:5][C:4]=1[N:12]1[CH2:17][CH2:16][O:15][CH2:14][CH2:13]1, predict the reactants needed to synthesize it. (6) Given the product [Br:7][CH2:8][CH2:9][CH2:10][C:11]([O:13][C:14]1[CH:19]=[C:18]([CH3:20])[CH:17]=[C:16]([CH3:21])[C:15]=1[C:22]([CH3:27])([CH3:26])[CH2:23][C:24]([OH:2])=[O:25])=[O:12], predict the reactants needed to synthesize it. The reactants are: [Mn]([O-])(=O)(=O)=[O:2].[K+].[Br:7][CH2:8][CH2:9][CH2:10][C:11]([O:13][C:14]1[CH:19]=[C:18]([CH3:20])[CH:17]=[C:16]([CH3:21])[C:15]=1[C:22]([CH3:27])([CH3:26])[CH2:23][CH:24]=[O:25])=[O:12].Cl. (7) The reactants are: C(OC([N:8]1[CH2:13][CH2:12][CH:11]([CH2:14][CH2:15][C:16]([N:18]2[CH2:23][CH2:22][CH2:21][C@@H:20]([C:24]([NH:26][CH2:27][C@H:28]([NH2:32])[C:29]([OH:31])=[O:30])=[O:25])[CH2:19]2)=[O:17])[CH2:10][CH2:9]1)=O)(C)(C)C.[SiH3]C[C:35](N)=[O:36].CN1CCOCC1.[CH:45]1([CH2:48][OH:49])[CH2:47][CH2:46]1.[Cl:50][C:51](Cl)([O:53]C(=O)OC(Cl)(Cl)Cl)Cl.OS([O-])(=O)=O.[K+]. Given the product [Cl:50][C:51]([O:25][CH2:24][CH:20]1[CH2:21][CH2:22]1)=[O:53].[NH:8]1[CH2:9][CH2:10][CH:11]([CH2:14][CH2:15][C:16]([N:18]2[CH2:23][CH2:22][CH2:21][C@@H:20]([C:24]([NH:26][CH2:27][C@H:28]([NH:32][C:35]([O:49][CH2:48][CH:45]3[CH2:47][CH2:46]3)=[O:36])[C:29]([OH:31])=[O:30])=[O:25])[CH2:19]2)=[O:17])[CH2:12][CH2:13]1, predict the reactants needed to synthesize it. (8) Given the product [CH2:1]([NH:9][C:10](=[O:14])[CH:11]([CH3:13])[OH:12])[CH2:2][CH2:3][CH2:4][CH2:5][CH2:6][CH2:7][CH3:8], predict the reactants needed to synthesize it. The reactants are: [CH2:1]([NH2:9])[CH2:2][CH2:3][CH2:4][CH2:5][CH2:6][CH2:7][CH3:8].[C:10](OCC)(=[O:14])[CH:11]([CH3:13])[OH:12]. (9) Given the product [NH:6]1[C:7]2=[N:4][CH:8]=[CH:7][NH:6][CH:8]2[NH:4][CH2:5]1, predict the reactants needed to synthesize it. The reactants are: O=C(CC)C[N:4]1[CH:8]=[C:7](C2C=CC=CC=2)[N:6]=[CH:5]1.